Predict which catalyst facilitates the given reaction. From a dataset of Catalyst prediction with 721,799 reactions and 888 catalyst types from USPTO. (1) Reactant: [CH3:1][S:2][C:3]1[CH:8]=[CH:7][C:6]([NH2:9])=[CH:5][C:4]=1[C:10]([F:13])([F:12])[F:11].[C:14]([O:18][C:19]([N:21]1[CH2:26][CH2:25][C:24](=O)[CH2:23][CH2:22]1)=[O:20])([CH3:17])([CH3:16])[CH3:15].C(O[BH-](OC(=O)C)OC(=O)C)(=O)C.[Na+]. Product: [C:14]([O:18][C:19]([N:21]1[CH2:26][CH2:25][CH:24]([NH:9][C:6]2[CH:7]=[CH:8][C:3]([S:2][CH3:1])=[C:4]([C:10]([F:11])([F:12])[F:13])[CH:5]=2)[CH2:23][CH2:22]1)=[O:20])([CH3:17])([CH3:15])[CH3:16]. The catalyst class is: 4. (2) Reactant: Cl[C:2]1[N:10]=[CH:9][C:8]([N+:11]([O-:13])=[O:12])=[CH:7][C:3]=1[C:4]([OH:6])=[O:5].Cl.[CH3:15][NH:16][CH3:17].C(=O)([O-])[O-].[K+].[K+]. Product: [CH3:15][N:16]([CH3:17])[C:2]1[N:10]=[CH:9][C:8]([N+:11]([O-:13])=[O:12])=[CH:7][C:3]=1[C:4]([OH:6])=[O:5]. The catalyst class is: 10. (3) Reactant: [OH:1][CH2:2][CH:3]1[CH2:8][CH2:7][N:6]([C:9]([O:11][C:12]([CH3:15])([CH3:14])[CH3:13])=[O:10])[CH2:5][CH2:4]1.CC(OI1(OC(C)=O)(OC(C)=O)OC(=O)C2C=CC=CC1=2)=O.[Cl:38][C:39]1[N:40]=[C:41]([N:48]2[CH2:53][CH2:52][O:51][CH2:50][CH2:49]2)[C:42]2[S:47][CH:46]=[CH:45][C:43]=2[N:44]=1.C(C1CCN(C(OC(C)(C)C)=O)CC1)=O. The catalyst class is: 4. Product: [Cl:38][C:39]1[N:40]=[C:41]([N:48]2[CH2:53][CH2:52][O:51][CH2:50][CH2:49]2)[C:42]2[S:47][C:46]([CH:2]([OH:1])[CH:3]3[CH2:8][CH2:7][N:6]([C:9]([O:11][C:12]([CH3:15])([CH3:14])[CH3:13])=[O:10])[CH2:5][CH2:4]3)=[CH:45][C:43]=2[N:44]=1. (4) Reactant: O[C:2]1[C:11]2[C:6](=[CH:7][CH:8]=[C:9]([NH:12]C(=O)C)[CH:10]=2)[N:5]=[C:4](C)[CH:3]=1.[ClH:17]. Product: [NH2:12][C:9]1[CH:10]=[C:11]2[C:6](=[CH:7][CH:8]=1)[N:5]=[CH:4][CH:3]=[C:2]2[Cl:17]. The catalyst class is: 5. (5) Reactant: [CH3:1][O:2][C:3]1[CH:4]=[C:5]([C:13]2N=N[C:16]([C:19]3[CH:24]=[C:23]([O:25][CH3:26])[C:22]([O:27][CH3:28])=[C:21]([O:29][CH3:30])[CH:20]=3)=[CH:17][N:18]=2)[CH:6]=[C:7]([O:11][CH3:12])[C:8]=1[O:9][CH3:10].[CH:31]12CC(C=C1)C=[CH:32]2.CC=CCC=CC. Product: [CH3:1][O:2][C:3]1[CH:4]=[C:5]([C:13]2[CH:32]=[CH:31][C:16]([C:19]3[CH:24]=[C:23]([O:25][CH3:26])[C:22]([O:27][CH3:28])=[C:21]([O:29][CH3:30])[CH:20]=3)=[CH:17][N:18]=2)[CH:6]=[C:7]([O:11][CH3:12])[C:8]=1[O:9][CH3:10]. The catalyst class is: 262.